This data is from Full USPTO retrosynthesis dataset with 1.9M reactions from patents (1976-2016). The task is: Predict the reactants needed to synthesize the given product. (1) Given the product [Cl:3][C:4]1[CH:27]=[CH:26][CH:25]=[CH:24][C:5]=1[CH2:6][O:7][C:8](=[O:23])[NH:9][C:10]1[CH:11]=[N:12][N:13]([CH2:15][C:16]2[O:17][C:18]([CH:21]=[O:22])=[CH:19][CH:20]=2)[CH:14]=1, predict the reactants needed to synthesize it. The reactants are: N#N.[Cl:3][C:4]1[CH:27]=[CH:26][CH:25]=[CH:24][C:5]=1[CH2:6][O:7][C:8](=[O:23])[NH:9][C:10]1[CH:11]=[N:12][N:13]([CH2:15][C:16]2[O:17][C:18]([CH2:21][OH:22])=[CH:19][CH:20]=2)[CH:14]=1. (2) Given the product [NH2:1][C:2]1[C:7]([CH3:8])=[CH:6][N:5]=[C:4]([C:9]([OH:11])=[O:10])[CH:3]=1, predict the reactants needed to synthesize it. The reactants are: [NH2:1][C:2]1[C:7]([CH3:8])=[CH:6][N:5]=[C:4]([C:9]([O:11]C)=[O:10])[CH:3]=1.[OH-].[Na+]. (3) Given the product [OH:24][CH:25]([CH2:28][CH3:29])[CH2:26][NH:27][C:21]([C:11]1[C:10]([NH:9][C:7]([C:2]2[CH:3]=[CH:4][CH:5]=[CH:6][N:1]=2)=[O:8])=[CH:14][N:13]([CH:15]2[CH2:20][CH2:19][CH2:18][CH2:17][O:16]2)[N:12]=1)=[O:23], predict the reactants needed to synthesize it. The reactants are: [N:1]1[CH:6]=[CH:5][CH:4]=[CH:3][C:2]=1[C:7]([NH:9][C:10]1[C:11]([C:21]([OH:23])=O)=[N:12][N:13]([CH:15]2[CH2:20][CH2:19][CH2:18][CH2:17][O:16]2)[CH:14]=1)=[O:8].[OH:24][CH:25]([CH2:28][CH3:29])[CH2:26][NH2:27].CCN=C=NCCCN(C)C.C1C=CC2N(O)N=NC=2C=1.C(=O)([O-])O.[Na+]. (4) Given the product [C:41]([O:40][C:38](=[O:39])[NH:45][CH2:47][CH2:48][C:49]1[O:7][C:5]([C:4]2[CH:8]=[CH:9][CH:10]=[CH:11][C:3]=2[O:2][CH3:1])=[N:33][N:50]=1)([CH3:44])([CH3:43])[CH3:42], predict the reactants needed to synthesize it. The reactants are: [CH3:1][O:2][C:3]1[CH:11]=[CH:10][CH:9]=[CH:8][C:4]=1[C:5]([OH:7])=O.C1(P(C2C=CC=CC=2)C2C=CC=CC=2)C=CC=CC=1.C([N:33](CC)CC)C.[C:38]([N:45]([C:47](=O)[CH2:48][CH2:49][NH2:50])N)([O:40][C:41]([CH3:44])([CH3:43])[CH3:42])=[O:39]. (5) Given the product [N:13]1([C:2]2[NH:10][C:9]3[C:4](=[N:5][CH:6]=[CH:7][CH:8]=3)[C:3]=2[C:11]#[N:12])[CH:17]=[CH:16][N:15]=[CH:14]1, predict the reactants needed to synthesize it. The reactants are: Cl[C:2]1[NH:10][C:9]2[C:4](=[N:5][CH:6]=[CH:7][CH:8]=2)[C:3]=1[C:11]#[N:12].[NH:13]1[CH:17]=[CH:16][N:15]=[CH:14]1. (6) Given the product [F:32][CH:2]([F:1])[C:3]1[N:7]([C:8]2[N:13]=[C:12]([N:14]3[CH2:15][CH2:16][O:17][CH2:18][CH2:19]3)[N:11]=[C:10]([NH:20][C@H:21]3[CH2:22][CH2:23][C@H:24]([NH:27][CH2:33][CH3:34])[CH2:25][CH2:26]3)[N:9]=2)[C:6]2[CH:28]=[CH:29][CH:30]=[CH:31][C:5]=2[N:4]=1, predict the reactants needed to synthesize it. The reactants are: [F:1][CH:2]([F:32])[C:3]1[N:7]([C:8]2[N:13]=[C:12]([N:14]3[CH2:19][CH2:18][O:17][CH2:16][CH2:15]3)[N:11]=[C:10]([NH:20][C@H:21]3[CH2:26][CH2:25][C@H:24]([NH2:27])[CH2:23][CH2:22]3)[N:9]=2)[C:6]2[CH:28]=[CH:29][CH:30]=[CH:31][C:5]=2[N:4]=1.[CH:33](=O)[CH3:34].C(O[BH-](OC(=O)C)OC(=O)C)(=O)C.C(=O)C1C=CC=CC=1. (7) The reactants are: [NH2:1][C:2]1[N:7]=[C:6]([Cl:8])[CH:5]=[CH:4][N:3]=1.[NH2:9][C:10]1[CH:15]=[CH:14][C:13]([S:16]([NH:19][CH2:20][C:21]2[CH:26]=[CH:25][CH:24]=[CH:23][CH:22]=2)(=[O:18])=[O:17])=[CH:12][CH:11]=1.Cl. Given the product [ClH:8].[NH2:1][C:2]1[N:7]=[C:6]([NH:9][C:10]2[CH:15]=[CH:14][C:13]([S:16]([NH:19][CH2:20][C:21]3[CH:22]=[CH:23][CH:24]=[CH:25][CH:26]=3)(=[O:18])=[O:17])=[CH:12][CH:11]=2)[CH:5]=[CH:4][N:3]=1, predict the reactants needed to synthesize it.